The task is: Predict the product of the given reaction.. This data is from Forward reaction prediction with 1.9M reactions from USPTO patents (1976-2016). (1) The product is: [ClH:35].[ClH:36].[NH2:42][C@@H:41]([CH2:40][CH2:39][NH2:38])[C:51]([O:19][CH2:18][CH2:17][O:16][C:13]1[CH:12]=[CH:11][C:10]([C:6]2[C:5]([C:20]#[N:21])=[C:4]([S:22][CH2:23][C:24]3[N:25]=[C:26]([C:29]4[CH:30]=[CH:31][C:32]([Cl:35])=[CH:33][CH:34]=4)[S:27][CH:28]=3)[N:3]=[C:2]([NH2:1])[C:7]=2[C:8]#[N:9])=[CH:15][CH:14]=1)=[O:52]. Given the reactants [NH2:1][C:2]1[C:7]([C:8]#[N:9])=[C:6]([C:10]2[CH:15]=[CH:14][C:13]([O:16][CH2:17][CH2:18][OH:19])=[CH:12][CH:11]=2)[C:5]([C:20]#[N:21])=[C:4]([S:22][CH2:23][C:24]2[N:25]=[C:26]([C:29]3[CH:34]=[CH:33][C:32]([Cl:35])=[CH:31][CH:30]=3)[S:27][CH:28]=2)[N:3]=1.[ClH:36].C[N:38](C)[CH2:39][CH2:40][CH2:41][N:42]=C=NCC.CN([CH:51]=[O:52])C.[Cl-].[NH4+], predict the reaction product. (2) Given the reactants CCCCCCC[C:8]([C:17]1[CH:22]=[CH:21][C:20]([OH:23])=[CH:19][CH:18]=1)([C:10]1[CH:15]=[CH:14][C:13](O)=[CH:12]C=1)C.[OH-:24].[K+].Br[C:27]([F:33])([F:32])[C:28]([F:31])([F:30])[Br:29], predict the reaction product. The product is: [Br:29][C:28]([F:31])([F:30])[C:27]([F:33])([F:32])[O:24][C:20]1([O:23][C:27]([F:33])([F:32])[C:28]([F:31])([F:30])[Br:29])[CH:19]=[CH:18][C:17]([C:8]2[CH:10]=[CH:15][CH:14]=[CH:13][CH:12]=2)=[CH:22][CH2:21]1. (3) Given the reactants [NH2:1][C:2]1[CH:3]=[C:4]([C:8]2[N:13]3[N:14]=[CH:15][C:16]([C:17]([C:19]4[S:20][CH:21]=[CH:22][CH:23]=4)=[O:18])=[C:12]3[N:11]=[CH:10][CH:9]=2)[CH:5]=[CH:6][CH:7]=1.[CH3:24][C:25](=[CH:28][C:29]1[CH:34]=[CH:33][C:32]([C:35]([CH3:38])([CH3:37])[CH3:36])=[CH:31][CH:30]=1)[CH:26]=O, predict the reaction product. The product is: [C:35]([C:32]1[CH:31]=[CH:30][C:29](/[CH:28]=[C:25](\[CH3:26])/[CH2:24][NH:1][C:2]2[CH:3]=[C:4]([C:8]3[N:13]4[N:14]=[CH:15][C:16]([C:17]([C:19]5[S:20][CH:21]=[CH:22][CH:23]=5)=[O:18])=[C:12]4[N:11]=[CH:10][CH:9]=3)[CH:5]=[CH:6][CH:7]=2)=[CH:34][CH:33]=1)([CH3:38])([CH3:37])[CH3:36]. (4) Given the reactants [H-].[Na+].[Cl:3][C:4]1[O:14][C:7]2=[C:8]([NH2:13])[N:9]=[CH:10][C:11]([I:12])=[C:6]2[CH:5]=1.CI.[CH3:17][N:18]([CH:20]=O)[CH3:19], predict the reaction product. The product is: [Cl:3][C:4]1[O:14][C:7]2=[C:8]([NH:13][CH3:17])[N:9]=[CH:10][C:11]([I:12])=[C:6]2[CH:5]=1.[Cl:3][C:4]1[O:14][C:7]2=[C:20]([N:18]([CH3:17])[CH3:19])[N:9]=[CH:10][C:11]([I:12])=[C:6]2[CH:5]=1. (5) Given the reactants CN(C[C:5]1[N:6]2[CH:12]=[C:11]([C:13]3[CH:18]=[CH:17][CH:16]=[CH:15][C:14]=3[NH2:19])[N:10]=[C:7]2[S:8][CH:9]=1)C.[N+](C1C=CC=CC=1C1N=[C:31]2[N:35]([CH:36]=1)[CH:34]=C(CO)S2)([O-])=O, predict the reaction product. The product is: [CH3:34][N:35]([CH2:36][C:9]1[S:8][C:7]2=[N:10][C:11]([C:13]3[CH:18]=[CH:17][CH:16]=[CH:15][C:14]=3[NH2:19])=[CH:12][N:6]2[CH:5]=1)[CH3:31]. (6) Given the reactants [Br:1][C:2]1[CH:7]=[C:6]([S:8]([F:13])([F:12])([F:11])([F:10])[F:9])[CH:5]=[C:4]([Br:14])[C:3]=1[OH:15].[C:16]([O-])([O-])=O.[K+].[K+].CI.CC(=O)OCC, predict the reaction product. The product is: [Br:1][C:2]1[CH:7]=[C:6]([S:8]([F:13])([F:9])([F:10])([F:11])[F:12])[CH:5]=[C:4]([Br:14])[C:3]=1[O:15][CH3:16]. (7) Given the reactants C[O-].[Na+].[F:4][C:5]([F:16])([F:15])[C:6](=O)[CH:7]=[CH:8][NH:9][CH:10]=[CH:11][C:12]#[N:13].O.CCCCCC.C(OCC)(=O)C, predict the reaction product. The product is: [C:12]([C:11]1[CH:10]=[N:9][CH:8]=[CH:7][C:6]=1[C:5]([F:16])([F:15])[F:4])#[N:13].